Dataset: hERG Central: cardiac toxicity at 1µM, 10µM, and general inhibition. Task: Predict hERG channel inhibition at various concentrations. (1) The compound is O=C(Cn1ncc2c3ccccc3n(Cc3cccc(Cl)c3)c2c1=O)N1CCC2(CC1)OCCO2. Results: hERG_inhib (hERG inhibition (general)): blocker. (2) The drug is COc1ccc2nc(N3CCN(C(=O)C4COc5ccccc5O4)CC3)sc2c1. Results: hERG_inhib (hERG inhibition (general)): blocker.